This data is from Forward reaction prediction with 1.9M reactions from USPTO patents (1976-2016). The task is: Predict the product of the given reaction. (1) Given the reactants [CH:1]([C:4]1[CH:11]=[CH:10][C:7]([CH2:8][OH:9])=[CH:6][CH:5]=1)([CH3:3])[CH3:2].[ClH:12].[NH2:13][CH2:14][C:15](=[O:21])[CH2:16][CH2:17][C:18](O)=[O:19], predict the reaction product. The product is: [ClH:12].[NH2:13][CH2:14][C:15](=[O:21])[CH2:16][CH2:17][C:18]([O:9][CH2:8][C:7]1[CH:6]=[CH:5][C:4]([CH:1]([CH3:3])[CH3:2])=[CH:11][CH:10]=1)=[O:19]. (2) Given the reactants [CH2:1]([C:3]1[CH:11]=[CH:10][C:9]2[NH:8][C:7]3[CH2:12][CH2:13][N:14]([CH3:16])[CH2:15][C:6]=3[C:5]=2[CH:4]=1)[CH3:2].[F:17][C:18]([F:28])([F:27])[C:19]1[CH:24]=[CH:23][N:22]=[CH:21][C:20]=1[CH:25]=[CH2:26].[OH-].[K+], predict the reaction product. The product is: [CH2:1]([C:3]1[CH:11]=[CH:10][C:9]2[N:8]([CH2:26][CH2:25][C:20]3[CH:21]=[N:22][CH:23]=[CH:24][C:19]=3[C:18]([F:28])([F:17])[F:27])[C:7]3[CH2:12][CH2:13][N:14]([CH3:16])[CH2:15][C:6]=3[C:5]=2[CH:4]=1)[CH3:2]. (3) Given the reactants ClC(Cl)(O[C:5](=[O:11])OC(Cl)(Cl)Cl)Cl.[NH2:13][C:14]1[CH:19]=[CH:18][C:17]([C:20]#[C:21][C:22]#[N:23])=[CH:16][CH:15]=1.C(N(CC)CC)C.[CH3:31][N:32]([CH3:37])[CH2:33][CH2:34][CH2:35][NH2:36], predict the reaction product. The product is: [C:22]([C:21]#[C:20][C:17]1[CH:16]=[CH:15][C:14]([NH:13][C:5]([NH:36][CH2:35][CH2:34][CH2:33][N:32]([CH3:37])[CH3:31])=[O:11])=[CH:19][CH:18]=1)#[N:23]. (4) The product is: [ClH:8].[Cl:8][C:9]1[CH:10]=[C:11]2[C:15](=[CH:16][CH:17]=1)[NH:14][C:13]([C:18]([NH:20][C@H:21]1[CH2:26][CH2:25][CH2:24][CH2:23][C@H:22]1[NH:27][C:28]([C:30]1[N:31]=[CH:32][C:33]3[CH2:38][N:37]([CH3:39])[CH2:36][C:34]=3[N:35]=1)=[O:29])=[O:19])=[CH:12]2. Given the reactants FC(F)(F)C(O)=O.[Cl:8][C:9]1[CH:10]=[C:11]2[C:15](=[CH:16][CH:17]=1)[NH:14][C:13]([C:18]([NH:20][C@H:21]1[CH2:26][CH2:25][CH2:24][CH2:23][C@H:22]1[NH:27][C:28]([C:30]1[N:31]=[CH:32][C:33]3[CH2:38][N:37]([C:39](OC(C)(C)C)=O)[CH2:36][C:34]=3[N:35]=1)=[O:29])=[O:19])=[CH:12]2, predict the reaction product. (5) Given the reactants [S:1]1[CH:5]=[CH:4][C:3]([C:6]2[C:11]([O:12][CH2:13][C:14]([O:16]C)=O)=[CH:10][CH:9]=[CH:8][N:7]=2)=[CH:2]1.[NH2:18][NH2:19], predict the reaction product. The product is: [S:1]1[CH:5]=[CH:4][C:3]([C:6]2[C:11]([O:12][CH2:13][C:14]([NH:18][NH2:19])=[O:16])=[CH:10][CH:9]=[CH:8][N:7]=2)=[CH:2]1. (6) Given the reactants Cl.[F:2][C:3]1([F:13])[CH2:7][NH:6][C@H:5]([CH2:8][CH2:9][C:10]([OH:12])=[O:11])[CH2:4]1.Br[CH2:15][C:16]1[NH:21][C:20]([C:22]2[S:23][CH:24]=[CH:25][N:26]=2)=[N:19][C@@H:18]([C:27]2[CH:32]=[CH:31][C:30]([Cl:33])=[CH:29][C:28]=2[Cl:34])[C:17]=1[C:35]([O:37][CH3:38])=[O:36].[C:39](=O)([O-])[O-].[K+].[K+], predict the reaction product. The product is: [Cl:34][C:28]1[CH:29]=[C:30]([Cl:33])[CH:31]=[CH:32][C:27]=1[C@@H:18]1[N:19]=[C:20]([C:22]2[S:23][CH:24]=[CH:25][N:26]=2)[NH:21][C:16]([CH2:15][N:6]2[CH2:7][C:3]([F:2])([F:13])[CH2:4][C@H:5]2[CH2:8][CH2:9][C:10]([OH:12])=[O:11])=[C:17]1[C:35]([O:37][CH2:38][CH3:39])=[O:36]. (7) Given the reactants Cl.CN.[CH3:4][O:5][C:6]1[CH:7]=[C:8]([O:24][C:25]2[CH:30]=[CH:29][C:28]([S:31]([CH3:34])(=[O:33])=[O:32])=[CH:27][CH:26]=2)[CH:9]=[C:10]2[C:14]=1[NH:13][C:12]([C:15]1[S:16][CH:17]([CH2:20][C:21](O)=[O:22])[CH2:18][N:19]=1)=[CH:11]2.O[N:36]1[C:40]2C=CC=CC=2N=N1.Cl.C(N=C=NCCCN(C)C)C, predict the reaction product. The product is: [CH3:4][O:5][C:6]1[CH:7]=[C:8]([O:24][C:25]2[CH:30]=[CH:29][C:28]([S:31]([CH3:34])(=[O:32])=[O:33])=[CH:27][CH:26]=2)[CH:9]=[C:10]2[C:14]=1[NH:13][C:12]([C:15]1[S:16][CH:17]([CH2:20][C:21]([NH:36][CH3:40])=[O:22])[CH2:18][N:19]=1)=[CH:11]2.